From a dataset of Rat liver microsome stability data. Regression/Classification. Given a drug SMILES string, predict its absorption, distribution, metabolism, or excretion properties. Task type varies by dataset: regression for continuous measurements (e.g., permeability, clearance, half-life) or binary classification for categorical outcomes (e.g., BBB penetration, CYP inhibition). Dataset: rlm. (1) The compound is Cc1cnc(NCCc2ccc(F)cc2)c(=O)n1CC(=O)NCCON=C(N)N. The result is 0 (unstable in rat liver microsomes). (2) The compound is COc1cc(-n2cnc3cc(-c4ccc(Cl)cc4)sc3c2=O)ccc1OCCN1CCCC1. The result is 0 (unstable in rat liver microsomes). (3) The molecule is C=C(C)[C@@H]1CC[C@]2(CNCCCN(C)c3ccccc3)CC[C@]3(C)[C@H](CC[C@@H]4[C@@]5(C)CC=C(c6ccc(C(=O)O)cc6)C(C)(C)[C@@H]5CC[C@]43C)[C@@H]12. The result is 0 (unstable in rat liver microsomes). (4) The molecule is CCCc1c(CC)c(=N)c2ccccc2n1C. The result is 0 (unstable in rat liver microsomes). (5) The result is 0 (unstable in rat liver microsomes). The molecule is NC1CCN(c2nc(-c3ccc(Br)cc3)cs2)CC1. (6) The compound is O=C(N[C@@H](Cc1c[nH]c2ccccc12)C(=O)Nc1ccncc1)c1ccccc1F. The result is 1 (stable in rat liver microsomes). (7) The drug is COC(=O)[C@@H]1C[C@H](OC(C)=O)C(=O)[C@H]2[C@@]1(C)CCC1C(=O)O[C@H](c3ccoc3)C[C@@]12C. The result is 1 (stable in rat liver microsomes).